Dataset: NCI-60 drug combinations with 297,098 pairs across 59 cell lines. Task: Regression. Given two drug SMILES strings and cell line genomic features, predict the synergy score measuring deviation from expected non-interaction effect. Drug 1: CC1=C2C(C(=O)C3(C(CC4C(C3C(C(C2(C)C)(CC1OC(=O)C(C(C5=CC=CC=C5)NC(=O)OC(C)(C)C)O)O)OC(=O)C6=CC=CC=C6)(CO4)OC(=O)C)O)C)O. Drug 2: CC1C(C(CC(O1)OC2CC(OC(C2O)C)OC3=CC4=CC5=C(C(=O)C(C(C5)C(C(=O)C(C(C)O)O)OC)OC6CC(C(C(O6)C)O)OC7CC(C(C(O7)C)O)OC8CC(C(C(O8)C)O)(C)O)C(=C4C(=C3C)O)O)O)O. Cell line: MCF7. Synergy scores: CSS=40.4, Synergy_ZIP=1.22, Synergy_Bliss=3.46, Synergy_Loewe=2.95, Synergy_HSA=3.53.